From a dataset of Reaction yield outcomes from USPTO patents with 853,638 reactions. Predict the reaction yield, written as a fraction of the theoretical maximum amount of product (1.0 means a 100% yield; for example, 0.34 means a 34% yield). (1) The reactants are [CH3:1][CH:2]([O:4][C:5]([O:7][CH2:8][CH2:9]Cl)=[O:6])[CH3:3].C1CCC(NC2CCCCC2)CC1.[C:24]([OH:31])(=[O:30])/[CH:25]=[CH:26]/[C:27]([OH:29])=[O:28]. The catalyst is CN1CCCC1=O. The product is [CH3:1][CH:2]([O:4][C:5]([O:7][CH2:8][CH2:9][O:29][C:27](/[CH:26]=[CH:25]/[C:24]([OH:31])=[O:30])=[O:28])=[O:6])[CH3:3]. The yield is 0.100. (2) The reactants are [Cl:1][C:2]1[CH:3]=[C:4]([CH:6]=[CH:7][CH:8]=1)[NH2:5].Cl.[N:10]([O-])=O.[Na+].C([O-])(=O)C.[Na+].[Cl:19][CH:20]([S:24]([CH3:27])(=[O:26])=[O:25])C(=O)C. The catalyst is O.CC(C)=O.C(O)(=O)C. The product is [Cl:1][C:2]1[CH:3]=[C:4]([NH:5][N:10]=[C:20]([Cl:19])[S:24]([CH3:27])(=[O:26])=[O:25])[CH:6]=[CH:7][CH:8]=1. The yield is 0.810. (3) The reactants are C(Cl)(=O)C(Cl)=O.CS(C)=O.[Br:11][C:12]1[C:20]2[C:15](=[CH:16][N:17]=[C:18]([CH2:21][OH:22])[CH:19]=2)[O:14][CH:13]=1.CCN(CC)CC. The catalyst is C1COCC1.C(Cl)Cl. The product is [Br:11][C:12]1[C:20]2[C:15](=[CH:16][N:17]=[C:18]([CH:21]=[O:22])[CH:19]=2)[O:14][CH:13]=1. The yield is 0.990. (4) The reactants are [O:1]1[C:5]2[CH:6]=[CH:7][C:8]([CH2:10][CH:11]([CH3:18])[CH2:12][C:13]([O:15]CC)=[O:14])=[CH:9][C:4]=2[O:3][CH2:2]1.Cl. The catalyst is CCO.[OH-].[Na+]. The product is [O:1]1[C:5]2[CH:6]=[CH:7][C:8]([CH2:10][CH:11]([CH3:18])[CH2:12][C:13]([OH:15])=[O:14])=[CH:9][C:4]=2[O:3][CH2:2]1. The yield is 0.990. (5) The reactants are C(N(CC)CC)C.Cl.C(N=C=NCCCN(C)C)C.[NH2:20][CH2:21][CH:22]1[CH2:27][CH2:26][CH2:25][CH2:24][CH2:23]1.[Cl:28][C:29]1[CH:34]=[CH:33][C:32]([S:35]([CH:38]([C:48]2[CH:53]=[C:52]([F:54])[CH:51]=[CH:50][C:49]=2[F:55])[C:39]2[N:44]=[CH:43][C:42]([C:45](O)=[O:46])=[CH:41][CH:40]=2)(=[O:37])=[O:36])=[CH:31][CH:30]=1. The catalyst is CN(C)C1C=CN=CC=1.ClCCl.C(OCC)(=O)C. The product is [Cl:28][C:29]1[CH:34]=[CH:33][C:32]([S:35]([CH:38]([C:48]2[CH:53]=[C:52]([F:54])[CH:51]=[CH:50][C:49]=2[F:55])[C:39]2[CH:40]=[CH:41][C:42]([C:45]([NH:20][CH2:21][CH:22]3[CH2:27][CH2:26][CH2:25][CH2:24][CH2:23]3)=[O:46])=[CH:43][N:44]=2)(=[O:37])=[O:36])=[CH:31][CH:30]=1. The yield is 0.590. (6) The reactants are [CH2:1]([O:3][C:4]([N:6]1[CH:15]2[CH2:16][CH2:17][CH:7]1[C:8]1[CH:9]=[C:10]([NH2:18])[CH:11]=[CH:12][C:13]=1[CH2:14]2)=[O:5])[CH3:2].Cl[C:20]1[N:25]=[C:24]([NH:26][C:27]2[CH:36]=[CH:35][CH:34]=[CH:33][C:28]=2[C:29]([NH:31][CH3:32])=[O:30])[C:23]([Cl:37])=[CH:22][N:21]=1.Cl.C([O-])(O)=O.[Na+]. The catalyst is C(O)(C)C. The product is [CH2:1]([O:3][C:4]([N:6]1[CH:15]2[CH2:16][CH2:17][CH:7]1[C:8]1[CH:9]=[C:10]([NH:18][C:20]3[N:25]=[C:24]([NH:26][C:27]4[CH:36]=[CH:35][CH:34]=[CH:33][C:28]=4[C:29](=[O:30])[NH:31][CH3:32])[C:23]([Cl:37])=[CH:22][N:21]=3)[CH:11]=[CH:12][C:13]=1[CH2:14]2)=[O:5])[CH3:2]. The yield is 0.490. (7) The reactants are [Cl:1][C:2]1[CH:3]=[C:4]([CH:7]=[C:8]([O:11]C)[C:9]=1[OH:10])[CH:5]=[O:6].B(Br)(Br)Br. The catalyst is ClCCl. The product is [Cl:1][C:2]1[CH:3]=[C:4]([CH:7]=[C:8]([OH:11])[C:9]=1[OH:10])[CH:5]=[O:6]. The yield is 0.890. (8) The reactants are [N+:1]([O-:4])(O)=[O:2].CC(OCC1C2C(=CC=CC=2)C(COC(C)=O)=C2C=1C=CC=C2)=O.[OH:29][C:30]1[C:37]([CH3:38])=[C:36]([CH3:39])[CH:35]=[C:34]([CH3:40])[C:31]=1[CH:32]=[O:33].C(=O)(O)[O-].[Na+]. No catalyst specified. The product is [OH:29][C:30]1[C:37]([CH3:38])=[C:36]([CH3:39])[C:35]([N+:1]([O-:4])=[O:2])=[C:34]([CH3:40])[C:31]=1[CH:32]=[O:33]. The yield is 0.357. (9) The reactants are OC1C=CC=C[N+]=1[O-].Cl.CN(C)CCCN=C=NCC.[N:21]1[C:30]2[NH:29][CH2:28][CH2:27][CH2:26][C:25]=2[CH:24]=[CH:23][C:22]=1[CH2:31][CH2:32][CH2:33][C:34]1[N:39]=[CH:38][C:37]([CH2:40][C@@H:41]([C:43]([O:45]C)=[O:44])[NH2:42])=[CH:36][CH:35]=1.[Cl:47][C:48]1[CH:52]=[CH:51][S:50][C:49]=1[C:53](O)=[O:54].[OH-].[Na+]. The catalyst is ClCCl.CN(C=O)C. The product is [Cl:47][C:48]1[CH:52]=[CH:51][S:50][C:49]=1[C:53]([NH:42][C@H:41]([C:43]([OH:45])=[O:44])[CH2:40][C:37]1[CH:38]=[N:39][C:34]([CH2:33][CH2:32][CH2:31][C:22]2[CH:23]=[CH:24][C:25]3[CH2:26][CH2:27][CH2:28][NH:29][C:30]=3[N:21]=2)=[CH:35][CH:36]=1)=[O:54]. The yield is 0.470. (10) The catalyst is CO.C(O)(=O)C. The reactants are [Br:1][C:2]1[CH:3]=[C:4]([NH:10][C:11]2[CH:16]=[CH:15][C:14]([N:17]3[CH2:22][CH2:21][NH:20][CH2:19][C@H:18]3[CH3:23])=[CH:13][N:12]=2)[C:5](=[O:9])[N:6]([CH3:8])[CH:7]=1.C=O.[BH3-][C:27]#N.[Na+].O. The yield is 0.920. The product is [Br:1][C:2]1[CH:3]=[C:4]([NH:10][C:11]2[CH:16]=[CH:15][C:14]([N:17]3[CH2:22][CH2:21][N:20]([CH3:27])[CH2:19][C@H:18]3[CH3:23])=[CH:13][N:12]=2)[C:5](=[O:9])[N:6]([CH3:8])[CH:7]=1.